Dataset: Catalyst prediction with 721,799 reactions and 888 catalyst types from USPTO. Task: Predict which catalyst facilitates the given reaction. (1) Reactant: [OH-].[Na+].[Br:3][C:4]1[CH:13]=[C:12]2[C:7]([C:8]([NH:21][CH2:22][C:23]([OH:26])([CH3:25])[CH3:24])=[C:9]([NH:14][C:15](=O)[CH2:16][O:17][CH2:18][CH3:19])[CH:10]=[N:11]2)=[CH:6][CH:5]=1. Product: [Br:3][C:4]1[CH:5]=[CH:6][C:7]2[C:8]3[N:21]([CH2:22][C:23]([CH3:25])([OH:26])[CH3:24])[C:15]([CH2:16][O:17][CH2:18][CH3:19])=[N:14][C:9]=3[CH:10]=[N:11][C:12]=2[CH:13]=1. The catalyst class is: 97. (2) Reactant: C(OC([N:8]1[CH:12]([C:13]2[CH:18]=[C:17]([F:19])[C:16]([F:20])=[C:15]([F:21])[CH:14]=2)[CH2:11][CH2:10][C@@H:9]1[CH:22]([OH:24])[CH3:23])=O)(C)(C)C.Cl.C(OCC)(=O)C. Product: [F:19][C:17]1[CH:18]=[C:13]([CH:12]2[NH:8][C@H:9]([C@H:22]([OH:24])[CH3:23])[CH2:10][CH2:11]2)[CH:14]=[C:15]([F:21])[C:16]=1[F:20]. The catalyst class is: 13. (3) Reactant: Br[CH2:2][C:3]1[CH:7]=[C:6]([C:8]2[S:9][C:10]([C:13]3[CH:18]=[CH:17][CH:16]=[C:15]([S:19]([CH3:22])(=[O:21])=[O:20])[CH:14]=3)=[CH:11][CH:12]=2)[N:5]([C:23]2[CH:28]=[CH:27][CH:26]=[CH:25][C:24]=2[Cl:29])[N:4]=1.[C-:30]#[N:31].[Na+].CS(C)=O. Product: [Cl:29][C:24]1[CH:25]=[CH:26][CH:27]=[CH:28][C:23]=1[N:5]1[C:6]([C:8]2[S:9][C:10]([C:13]3[CH:18]=[CH:17][CH:16]=[C:15]([S:19]([CH3:22])(=[O:21])=[O:20])[CH:14]=3)=[CH:11][CH:12]=2)=[CH:7][C:3]([CH2:2][C:30]#[N:31])=[N:4]1. The catalyst class is: 6. (4) Reactant: [F:1][C:2]([F:14])([F:13])[CH2:3][C:4]1[C:12]2[CH2:11][CH2:10][CH2:9][CH2:8][C:7]=2[NH:6][N:5]=1.Br[CH2:16][C:17]1[CH:22]=[CH:21][C:20]([C:23]([N:25]2[CH2:29][CH2:28][CH2:27][CH2:26]2)=[O:24])=[CH:19][CH:18]=1.C(=O)([O-])[O-].[K+].[K+].O. Product: [N:25]1([C:23]([C:20]2[CH:19]=[CH:18][C:17]([CH2:16][N:6]3[C:7]4[CH2:8][CH2:9][CH2:10][CH2:11][C:12]=4[C:4]([CH2:3][C:2]([F:1])([F:13])[F:14])=[N:5]3)=[CH:22][CH:21]=2)=[O:24])[CH2:26][CH2:27][CH2:28][CH2:29]1. The catalyst class is: 3. (5) Reactant: [CH3:1][CH:2]([CH2:5][CH3:6])[CH2:3][OH:4].[OH-].C([N+](C[CH2:22][CH2:23][CH3:24])(CCCC)CCCC)CCC.[OH-].[Na+].Cl[CH:28]=CC. Product: [CH3:28][C:23](=[CH2:22])[CH2:24][O:4][CH2:3][CH:2]([CH3:1])[CH2:5][CH3:6]. The catalyst class is: 6. (6) Reactant: C(OC(=O)[NH:7][C@H:8]1[CH2:13][CH2:12][C@@H:11]([N:14]2[C:19](=[O:20])[C:18]3[CH:21]=[C:22]([F:25])[CH:23]=[N:24][C:17]=3[N:16]([C:26]3[CH:27]=[C:28]([C:32]4[CH:37]=[CH:36][C:35]([CH2:38][N:39]5[CH2:45][CH2:44][CH2:43][N:42]([CH3:46])[CH2:41][CH2:40]5)=[CH:34][CH:33]=4)[CH:29]=[CH:30][CH:31]=3)[C:15]2=[O:47])[CH2:10][CH2:9]1)(C)(C)C.Cl. Product: [NH2:7][C@@H:8]1[CH2:13][CH2:12][C@H:11]([N:14]2[C:19](=[O:20])[C:18]3[CH:21]=[C:22]([F:25])[CH:23]=[N:24][C:17]=3[N:16]([C:26]3[CH:27]=[C:28]([C:32]4[CH:33]=[CH:34][C:35]([CH2:38][N:39]5[CH2:45][CH2:44][CH2:43][N:42]([CH3:46])[CH2:41][CH2:40]5)=[CH:36][CH:37]=4)[CH:29]=[CH:30][CH:31]=3)[C:15]2=[O:47])[CH2:10][CH2:9]1. The catalyst class is: 12.